From a dataset of Reaction yield outcomes from USPTO patents with 853,638 reactions. Predict the reaction yield, written as a fraction of the theoretical maximum amount of product (1.0 means a 100% yield; for example, 0.34 means a 34% yield). (1) The reactants are Cl[C:2]1[C:11]2[C:6](=[CH:7][C:8]([O:14][CH2:15][CH2:16][CH2:17][N:18]3[CH2:23][CH2:22][N:21]([C:24]([O:26][C:27]([CH3:30])([CH3:29])[CH3:28])=[O:25])[CH2:20][CH2:19]3)=[C:9]([O:12][CH3:13])[CH:10]=2)[N:5]=[CH:4][N:3]=1.[OH:31][C:32]1[CH:33]=[C:34]2[C:38](=[N:39][CH:40]=1)[NH:37][CH:36]=[CH:35]2.C(=O)([O-])[O-].[K+].[K+]. The catalyst is CN(C)C(=O)C. The product is [NH:37]1[C:38]2[C:34](=[CH:33][C:32]([O:31][C:2]3[C:11]4[C:6](=[CH:7][C:8]([O:14][CH2:15][CH2:16][CH2:17][N:18]5[CH2:23][CH2:22][N:21]([C:24]([O:26][C:27]([CH3:30])([CH3:29])[CH3:28])=[O:25])[CH2:20][CH2:19]5)=[C:9]([O:12][CH3:13])[CH:10]=4)[N:5]=[CH:4][N:3]=3)=[CH:40][N:39]=2)[CH:35]=[CH:36]1. The yield is 0.850. (2) The reactants are [CH3:1][N:2]1[CH2:7][CH2:6][N:5]([C:8]2[N:13]=[CH:12][C:11]([C:14]3[C:18]4[CH:19]=[C:20]5[C:25](=[CH:26][C:17]=4[N:16](C(C4C=CC=CC=4)(C4C=CC=CC=4)C4C=CC=CC=4)[N:15]=3)[NH:24][C:23](=[O:27])[C:22]([CH:28]([C:30]3[CH:35]=[CH:34][CH:33]=[CH:32][CH:31]=3)[CH3:29])=[CH:21]5)=[CH:10][CH:9]=2)[CH2:4][CH2:3]1. The catalyst is C(Cl)Cl.C(O)(C(F)(F)F)=O. The product is [CH3:1][N:2]1[CH2:3][CH2:4][N:5]([C:8]2[N:13]=[CH:12][C:11]([C:14]3[C:18]4[CH:19]=[C:20]5[C:25](=[CH:26][C:17]=4[NH:16][N:15]=3)[NH:24][C:23](=[O:27])[C:22]([CH:28]([C:30]3[CH:31]=[CH:32][CH:33]=[CH:34][CH:35]=3)[CH3:29])=[CH:21]5)=[CH:10][CH:9]=2)[CH2:6][CH2:7]1. The yield is 0.660. (3) The reactants are [CH3:1][C@@H:2]1[CH2:6][CH2:5][C:4](=C(C)C)[CH:3]1[C:10]([O:12][CH2:13][CH3:14])=[O:11].C(=O)=[O:16].C(O)(C)C. The catalyst is C(OCC)(=O)C. The product is [CH3:1][C@@H:2]1[CH2:6][CH2:5][C:4](=[O:16])[CH:3]1[C:10]([O:12][CH2:13][CH3:14])=[O:11]. The yield is 0.960. (4) The reactants are Br[C:2]1[CH:7]=[C:6]([C:8]([OH:11])([CH3:10])[CH3:9])[N:5]=[C:4]([C:12]([OH:15])([CH3:14])[CH3:13])[CH:3]=1.[C:16]([Cu])#[N:17].O.CCOC(C)=O. The catalyst is CN(C=O)C. The product is [OH:15][C:12]([C:4]1[CH:3]=[C:2]([CH:7]=[C:6]([C:8]([OH:11])([CH3:10])[CH3:9])[N:5]=1)[C:16]#[N:17])([CH3:14])[CH3:13]. The yield is 0.320. (5) The reactants are Cl.Cl.[NH2:3][CH:4]1[CH2:9][CH2:8][N:7]([CH2:10][CH2:11][N:12]2[C:21]3[C:16](=[CH:17][CH:18]=[C:19]([F:22])[CH:20]=3)[N:15]=[CH:14][C:13]2=[O:23])[CH2:6][CH2:5]1.[O:24]=[C:25]1[CH2:30][S:29][C:28]2[N:31]=[N:32][C:33]([CH:35]=O)=[CH:34][C:27]=2[NH:26]1.[C:47]([O:46][BH-]([O:46][C:47](=[O:49])[CH3:48])[O:46][C:47](=[O:49])[CH3:48])(=[O:49])[CH3:48].[Na+].[C:51]([O:54][BH-]([O:54][C:51](=[O:53])[CH3:52])[O:54][C:51](=[O:53])[CH3:52])(=[O:53])[CH3:52].C(=O)(O)[O-].[Na+]. The catalyst is CO.C(N(CC)CC)C.C(Cl)(Cl)Cl. The product is [C:47]([OH:46])(=[O:49])/[CH:48]=[CH:52]/[C:51]([OH:54])=[O:53].[F:22][C:19]1[CH:20]=[C:21]2[C:16]([N:15]=[CH:14][C:13](=[O:23])[N:12]2[CH2:11][CH2:10][N:7]2[CH2:6][CH2:5][CH:4]([NH:3][CH2:35][C:33]3[N:32]=[N:31][C:28]4[S:29][CH2:30][C:25](=[O:24])[NH:26][C:27]=4[CH:34]=3)[CH2:9][CH2:8]2)=[CH:17][CH:18]=1. The yield is 0.520. (6) The reactants are [CH3:1][C:2]1[C:3]([CH:8]=O)=[N:4][CH:5]=[CH:6][CH:7]=1.[N:10]1[CH:15]=[CH:14][CH:13]=[CH:12][C:11]=1[CH:16]([NH:18][CH:19]([CH3:34])[CH2:20][CH2:21][CH2:22][N:23]1[C:31](=[O:32])[C:30]2[C:25](=[CH:26][CH:27]=[CH:28][CH:29]=2)[C:24]1=[O:33])[CH3:17].[BH-](OC(C)=O)(OC(C)=O)OC(C)=O.[Na+]. The catalyst is C(Cl)Cl. The product is [CH3:1][C:2]1[C:3]([CH2:8][N:18]([CH:16]([C:11]2[CH:12]=[CH:13][CH:14]=[CH:15][N:10]=2)[CH3:17])[CH:19]([CH3:34])[CH2:20][CH2:21][CH2:22][N:23]2[C:31](=[O:32])[C:30]3[C:25](=[CH:26][CH:27]=[CH:28][CH:29]=3)[C:24]2=[O:33])=[N:4][CH:5]=[CH:6][CH:7]=1. The yield is 0.580.